This data is from Peptide-MHC class I binding affinity with 185,985 pairs from IEDB/IMGT. The task is: Regression. Given a peptide amino acid sequence and an MHC pseudo amino acid sequence, predict their binding affinity value. This is MHC class I binding data. The MHC is HLA-B18:01 with pseudo-sequence HLA-B18:01. The binding affinity (normalized) is 0.0847. The peptide sequence is LESLTDREL.